Predict which catalyst facilitates the given reaction. From a dataset of Catalyst prediction with 721,799 reactions and 888 catalyst types from USPTO. (1) Product: [CH3:1][N:2]1[CH2:3][CH2:4][CH:5]([O:8][C:9]2[CH:14]=[CH:13][C:12]([NH2:15])=[C:11]([C:18]3[CH:23]=[CH:22][CH:21]=[CH:20][CH:19]=3)[CH:10]=2)[CH2:6][CH2:7]1. The catalyst class is: 50. Reactant: [CH3:1][N:2]1[CH2:7][CH2:6][CH:5]([O:8][C:9]2[CH:10]=[C:11]([C:18]3[CH:23]=[CH:22][CH:21]=[CH:20][CH:19]=3)[C:12]([N+:15]([O-])=O)=[CH:13][CH:14]=2)[CH2:4][CH2:3]1. (2) Reactant: Br[C:2]1[CH:11]=[C:10]2[C:5]([N:6]=[C:7]([NH:17][CH:18]([CH3:20])[CH3:19])[C:8]3[N:9]2[C:12]([O:15]C)=[N:13][N:14]=3)=[CH:4][CH:3]=1.[C:21]1(P(C2C=CC=CC=2)CCCP(C2C=CC=CC=2)C2C=CC=CC=2)C=CC=CC=1.C(N(CC)CC)C.[CH3:57][OH:58].CS(C)=O.[OH2:63]. Product: [CH3:57][O:58][C:21]([C:2]1[CH:11]=[C:10]2[C:5]([N:6]=[C:7]([NH:17][CH:18]([CH3:20])[CH3:19])[C:8]3[N:9]2[C:12](=[O:15])[NH:13][N:14]=3)=[CH:4][CH:3]=1)=[O:63]. The catalyst class is: 2. (3) Reactant: [OH:1][C:2]([CH3:9])(C)[C:3]([O:5][CH2:6][CH3:7])=[O:4].CS([C:14]1[CH:19]=[CH:18][C:17]([S:20]([CH3:23])(=[O:22])=[O:21])=[CH:16][N:15]=1)(=O)=O.[H-].[Na+]. Product: [CH3:23][S:20]([C:17]1[CH:18]=[CH:19][C:14]([O:1][CH:2]([CH3:9])[C:3]([O:5][CH2:6][CH3:7])=[O:4])=[N:15][CH:16]=1)(=[O:22])=[O:21].[CH2:6]([O:5][C:3]1[CH:2]=[CH:9][C:17]([S:20]([CH3:23])(=[O:22])=[O:21])=[CH:16][N:15]=1)[CH3:7]. The catalyst class is: 3. (4) Reactant: CC1C=C(C2C=CC(N/N=C3/C(C4C(N)=C(S([O-])(=O)=O)C=C(S([O-])(=O)=O)C=4C=C/3)=[O:18])=C(C)C=2)C=CC=1N/N=C1/C(C2C(N)=C(S([O-])(=O)=O)C=C(S([O-])(=O)=O)C=2C=C/1)=O.[Na+].[Na+].[Na+].[Na+].[Cl-:63].[Mg+2:64].[Cl-]. Product: [OH2:18].[OH2:18].[OH2:18].[OH2:18].[OH2:18].[OH2:18].[Cl-:63].[Mg+2:64].[Cl-:63]. The catalyst class is: 6.